From a dataset of Reaction yield outcomes from USPTO patents with 853,638 reactions. Predict the reaction yield, written as a fraction of the theoretical maximum amount of product (1.0 means a 100% yield; for example, 0.34 means a 34% yield). The reactants are [CH3:1][C:2]([O:5][C:6]([N:8]1[C@@H:12]2[CH2:13][C:14]([CH2:16][C@H:9]1[CH2:10][CH2:11]2)=[O:15])=[O:7])([CH3:4])[CH3:3].[Li+].CC([N-]C(C)C)C.C1COCC1.C(C1C=CC=CC=1)C.C1C=CC(N([S:45]([C:48]([F:51])([F:50])[F:49])(=[O:47])=[O:46])[S:45]([C:48]([F:51])([F:50])[F:49])(=[O:47])=[O:46])=CC=1. The catalyst is C1COCC1. The product is [F:49][C:48]([F:51])([F:50])[S:45]([O:15][C:14]1[CH2:16][CH:9]2[N:8]([C:6]([O:5][C:2]([CH3:1])([CH3:3])[CH3:4])=[O:7])[CH:12]([CH:13]=1)[CH2:11][CH2:10]2)(=[O:47])=[O:46]. The yield is 0.900.